Dataset: Full USPTO retrosynthesis dataset with 1.9M reactions from patents (1976-2016). Task: Predict the reactants needed to synthesize the given product. (1) Given the product [F:20][C:5]1[CH:4]=[CH:3][C:2]([NH:1][C:38]([NH:37][C:33]2[CH:34]=[CH:35][CH:36]=[C:31]([F:30])[CH:32]=2)=[O:39])=[CH:7][C:6]=1[C:8]([C:10]1[CH:11]=[C:12]2[C:17](=[CH:18][CH:19]=1)[N:16]=[CH:15][CH:14]=[N:13]2)=[O:9], predict the reactants needed to synthesize it. The reactants are: [NH2:1][C:2]1[CH:3]=[CH:4][C:5]([F:20])=[C:6]([C:8]([C:10]2[CH:11]=[C:12]3[C:17](=[CH:18][CH:19]=2)[N:16]=[CH:15][CH:14]=[N:13]3)=[O:9])[CH:7]=1.CCN(C(C)C)C(C)C.[F:30][C:31]1[CH:36]=[CH:35][CH:34]=[C:33]([N:37]=[C:38]=[O:39])[CH:32]=1. (2) Given the product [CH:20]1([C:18]2[C:17]3[CH:16]=[CH:29][CH:28]=[CH:27][C:26]=3[N:15]([CH2:30][C:31](=[O:36])[C:32]([CH3:33])([CH3:35])[CH3:34])[C:14](=[O:37])[N:13]([CH2:12][C:11]([NH:10][C:6]3[CH:5]=[C:4]([C:78]4[N:79]=[N:80][N:81]([CH2:83][O:84][C:85](=[O:90])[C:86]([CH3:88])([CH3:87])[CH3:89])[N:82]=4)[CH:9]=[CH:8][CH:7]=3)=[O:38])[N:19]=2)[CH2:24][CH2:23][CH2:22][CH2:21]1, predict the reactants needed to synthesize it. The reactants are: COC(=O)[C:4]1[CH:9]=[CH:8][CH:7]=[C:6]([NH:10][C:11](=[O:38])[CH2:12][N:13]2[N:19]=[C:18]([CH:20]3C[CH2:24][CH2:23][CH2:22][CH2:21]3)[C:17]3[CH:26]=[CH:27][CH:28]=[CH:29][C:16]=3[N:15]([CH2:30][C:31](=[O:36])[C:32]([CH3:35])([CH3:34])[CH3:33])[C:14]2=[O:37])[CH:5]=1.C1(C2C3C=CC=CC=3N(CC(C3CCCC3)=O)C(=O)N(CC(O)=O)N=2)CCCCC1.NC1C=C(N(C)[C:78]2[N:79]=[N:80][N:81]([CH2:83][O:84][C:85](=[O:90])[C:86]([CH3:89])([CH3:88])[CH3:87])[N:82]=2)C=CC=1.C1(C2C3C=CC=CC=3N(CC(=O)C(C)(C)C)C(=O)N(CC(O)=O)N=2)CCCCC1.COC(=O)C1C=CC=C(N)C=1. (3) Given the product [CH3:1][O:2][C:3]1[CH:4]=[C:5]2[C:10](=[CH:11][C:12]=1[O:13][CH3:14])[N:9]=[CH:8][N:7]=[C:6]2[NH:15][C:16]1[CH:17]=[CH:18][C:19]([NH2:22])=[N:20][CH:21]=1, predict the reactants needed to synthesize it. The reactants are: [CH3:1][O:2][C:3]1[CH:4]=[C:5]2[C:10](=[CH:11][C:12]=1[O:13][CH3:14])[N:9]=[CH:8][N:7]=[C:6]2[NH:15][C:16]1[CH:17]=[CH:18][C:19]([NH:22]C(=O)OC(C)(C)C)=[N:20][CH:21]=1.FC(F)(F)C(O)=O.O.